Dataset: Full USPTO retrosynthesis dataset with 1.9M reactions from patents (1976-2016). Task: Predict the reactants needed to synthesize the given product. (1) Given the product [F:1][C:2]1[CH:3]=[C:4]([CH:27]=[CH:28][CH:29]=1)[CH2:5][NH:6][C:7]1[CH:8]=[CH:9][C:10]2[N:11]([C:13]([C:16]3[CH:17]=[CH:18][C:19]([C:22]4[N:23]=[N:24][N:25]([CH3:30])[N:26]=4)=[CH:20][CH:21]=3)=[CH:14][N:15]=2)[N:12]=1, predict the reactants needed to synthesize it. The reactants are: [F:1][C:2]1[CH:3]=[C:4]([CH:27]=[CH:28][CH:29]=1)[CH2:5][NH:6][C:7]1[CH:8]=[CH:9][C:10]2[N:11]([C:13]([C:16]3[CH:21]=[CH:20][C:19]([C:22]4[N:23]=[N:24][NH:25][N:26]=4)=[CH:18][CH:17]=3)=[CH:14][N:15]=2)[N:12]=1.[C:30]([O-])([O-])=O.[Cs+].[Cs+].CI. (2) Given the product [CH:1]([C:4]1[C:5]([C:14]([C:16]2[CH:17]=[C:18]([CH:19]=[CH:27][C:25]#[N:26])[CH:21]=[C:22]([CH3:24])[CH:23]=2)=[O:15])=[N:6][C:7]([O:12][CH3:13])=[N:8][C:9]=1[O:10][CH3:11])([CH3:2])[CH3:3], predict the reactants needed to synthesize it. The reactants are: [CH:1]([C:4]1[C:5]([C:14]([C:16]2[CH:17]=[C:18]([CH:21]=[C:22]([CH3:24])[CH:23]=2)[CH:19]=O)=[O:15])=[N:6][C:7]([O:12][CH3:13])=[N:8][C:9]=1[O:10][CH3:11])([CH3:3])[CH3:2].[C:25]([CH2:27]P(=O)(OCC)OCC)#[N:26].CC(C)([O-])C.[K+]. (3) Given the product [CH:35]([C:34]1[C:37]([O:17][CH2:18][O:19][CH2:20][CH2:21][O:22][CH3:23])=[C:38]([C:2]2[C:16]([O:17][CH2:18][O:19][CH2:20][CH2:21][O:22][CH3:23])=[CH:15][CH:14]=[C:4]([CH2:5][NH:6][C:7](=[O:13])[O:8][C:9]([CH3:12])([CH3:11])[CH3:10])[CH:3]=2)[CH:39]=[CH:32][CH:33]=1)=[O:36], predict the reactants needed to synthesize it. The reactants are: Br[C:2]1[CH:3]=[C:4]([CH:14]=[CH:15][C:16]=1[O:17][CH2:18][O:19][CH2:20][CH2:21][O:22][CH3:23])[CH2:5][NH:6][C:7](=[O:13])[O:8][C:9]([CH3:12])([CH3:11])[CH3:10].CC1(C)C(C)(C)OB([C:32]2[CH:33]=[C:34]([CH:37]=[CH:38][CH:39]=2)[CH:35]=[O:36])O1. (4) Given the product [CH:6]([C:3]1[C:4]([NH2:5])=[N:10][NH:11][CH:1]=1)([CH3:8])[CH3:7], predict the reactants needed to synthesize it. The reactants are: [CH:1]([CH:3]([CH:6]([CH3:8])[CH3:7])[C:4]#[N:5])=O.O.[NH2:10][NH2:11].C(O)(=O)C. (5) Given the product [Cl:13][C:14]1[C:22]([Cl:23])=[C:21]2[C:17]([CH2:18][C:19]([CH:26]3[CH2:30][CH2:29][CH2:28][CH2:27]3)([CH3:25])[C:20]2=[O:24])=[CH:16][C:15]=1[O:31][CH2:4][C:5]1[CH:6]=[C:7]([C:7]2[CH:8]=[CH:9][CH:10]=[C:5]([C:4]([OH:3])=[O:12])[CH:6]=2)[CH:8]=[CH:9][CH:10]=1, predict the reactants needed to synthesize it. The reactants are: C([O:3][C:4](=[O:12])[C:5]1[CH:10]=[CH:9][CH:8]=[C:7](Br)[CH:6]=1)C.[Cl:13][C:14]1[C:22]([Cl:23])=[C:21]2[C:17]([CH2:18][C:19]([CH:26]3[CH2:30][CH2:29][CH2:28][CH2:27]3)([CH3:25])[C:20]2=[O:24])=[CH:16][C:15]=1[OH:31]. (6) Given the product [CH2:1]([N:4]1[C:12]2[C:7](=[CH:8][CH:9]=[C:10]([C:13]([O:15][CH3:16])=[O:14])[CH:11]=2)[C:6]([CH:17]2[CH2:22][CH2:21][CH2:20][CH2:19][CH2:18]2)=[C:5]1[C:23]1[N:24]([CH:30]=[CH2:31])[C:25]([Br:29])=[C:26]([Br:28])[N:27]=1)[CH:2]=[CH2:3], predict the reactants needed to synthesize it. The reactants are: [CH2:1]([N:4]1[C:12]2[C:7](=[CH:8][CH:9]=[C:10]([C:13]([O:15][CH3:16])=[O:14])[CH:11]=2)[C:6]([CH:17]2[CH2:22][CH2:21][CH2:20][CH2:19][CH2:18]2)=[C:5]1[C:23]1[N:24]([CH2:30][CH2:31]Br)[C:25]([Br:29])=[C:26]([Br:28])[N:27]=1)[CH:2]=[CH2:3].C(Cl)Cl. (7) Given the product [CH3:1][O:2][C:3]1[CH:4]=[C:5]2[C:10](=[CH:11][C:12]=1[O:13][CH3:14])[N:9]=[CH:8][CH:7]=[C:6]2[O:15][C:16]1[CH:22]=[CH:21][C:19]([NH:20][C:32]([NH:31][C:26]2[CH:27]=[CH:28][CH:29]=[CH:30][C:25]=2[CH3:34])=[O:33])=[C:18]([CH3:23])[C:17]=1[CH3:24], predict the reactants needed to synthesize it. The reactants are: [CH3:1][O:2][C:3]1[CH:4]=[C:5]2[C:10](=[CH:11][C:12]=1[O:13][CH3:14])[N:9]=[CH:8][CH:7]=[C:6]2[O:15][C:16]1[CH:22]=[CH:21][C:19]([NH2:20])=[C:18]([CH3:23])[C:17]=1[CH3:24].[C:25]1([CH3:34])[C:26]([N:31]=[C:32]=[O:33])=[CH:27][CH:28]=[CH:29][CH:30]=1.CO.